This data is from Catalyst prediction with 721,799 reactions and 888 catalyst types from USPTO. The task is: Predict which catalyst facilitates the given reaction. Reactant: FC(F)(F)C(O)=O.[S:8]([O:12][N:13]1[C:19](=[O:20])[N:18]2[CH2:21][CH:14]1[CH2:15][CH2:16][CH:17]2[CH2:22][NH2:23])([OH:11])(=[O:10])=[O:9]. Product: [S:8]([O:12][N:13]1[C:19](=[O:20])[N:18]2[CH2:21][C@H:14]1[CH2:15][CH2:16][C@H:17]2[CH2:22][NH2:23])([OH:11])(=[O:9])=[O:10]. The catalyst class is: 252.